This data is from Forward reaction prediction with 1.9M reactions from USPTO patents (1976-2016). The task is: Predict the product of the given reaction. (1) Given the reactants [CH3:1][C:2]1[C:6]([CH2:7][N:8]2[CH:12]=[C:11]([N:13]3[C:17](=[O:18])[CH2:16][NH:15][C:14]3=[O:19])[CH:10]=[N:9]2)=[C:5]([CH3:20])[O:4][N:3]=1.Cl.[CH3:22][O:23]C(=O)[C@H](CO)N.C(N(CC)CC)C, predict the reaction product. The product is: [CH3:1][C:2]1[C:6]([CH2:7][N:8]2[CH:12]=[C:11]([N:13]3[C:17](=[O:18])[CH:16]([CH2:22][OH:23])[NH:15][C:14]3=[O:19])[CH:10]=[N:9]2)=[C:5]([CH3:20])[O:4][N:3]=1. (2) Given the reactants [CH2:1]([C:3]1[CH:4]=[C:5]([C:10]([OH:12])=O)[S:6][C:7]=1[CH:8]=[O:9])[CH3:2].C1C=CC2N(O)N=NC=2C=1.CCN=C=NCCCN(C)C.Cl.[CH3:35][C:36]1([CH3:56])[O:40][C@@H:39]([CH2:41][O:42][C:43]2[C:52]([CH3:53])=[CH:51][C:46]([C:47]([NH:49]O)=[NH:48])=[CH:45][C:44]=2[CH2:54][CH3:55])[CH2:38][O:37]1, predict the reaction product. The product is: [CH3:35][C:36]1([CH3:56])[O:40][C@@H:39]([CH2:41][O:42][C:43]2[C:52]([CH3:53])=[CH:51][C:46]([C:47]3[N:49]=[C:10]([C:5]4[S:6][C:7]([CH:8]=[O:9])=[C:3]([CH2:1][CH3:2])[CH:4]=4)[O:12][N:48]=3)=[CH:45][C:44]=2[CH2:54][CH3:55])[CH2:38][O:37]1. (3) Given the reactants [NH2:1][C:2]1[CH:9]=[CH:8][C:5]([C:6]#[N:7])=[CH:4][CH:3]=1.Cl[C:11]1[N:16]=[C:15]([NH2:17])[CH:14]=[C:13]([Cl:18])[N:12]=1.Cl.[OH-].[Na+], predict the reaction product. The product is: [NH2:17][C:15]1[CH:14]=[C:13]([Cl:18])[N:12]=[C:11]([NH:1][C:2]2[CH:9]=[CH:8][C:5]([C:6]#[N:7])=[CH:4][CH:3]=2)[N:16]=1. (4) Given the reactants [F:1][C:2]([F:41])([F:40])[C:3]1[CH:4]=[C:5]([CH:13]([C:35]2[N:36]=[N:37][NH:38][N:39]=2)[N:14]2[C:23]3[C:18](=[CH:19][CH:20]=[C:21]([C:24]([F:27])([F:26])[F:25])[CH:22]=3)[N:17]([C:28]([O:30][CH2:31][CH3:32])=[O:29])[CH:16]([CH2:33][CH3:34])[CH2:15]2)[CH:6]=[C:7]([C:9]([F:12])([F:11])[F:10])[CH:8]=1.C(C1CNC2C(=CC=CC=2)N1)C.[CH3:54][CH2:55][N:56]([CH:60](C)C)[CH:57](C)C.ClCCN(C)C, predict the reaction product. The product is: [F:41][C:2]([F:1])([F:40])[C:3]1[CH:4]=[C:5]([CH:13]([C:35]2[N:36]=[N:37][N:38]([CH2:54][CH2:55][N:56]([CH3:60])[CH3:57])[N:39]=2)[N:14]2[C:23]3[C:18](=[CH:19][CH:20]=[C:21]([C:24]([F:25])([F:26])[F:27])[CH:22]=3)[N:17]([C:28]([O:30][CH2:31][CH3:32])=[O:29])[CH:16]([CH2:33][CH3:34])[CH2:15]2)[CH:6]=[C:7]([C:9]([F:12])([F:11])[F:10])[CH:8]=1.